Dataset: Reaction yield outcomes from USPTO patents with 853,638 reactions. Task: Predict the reaction yield, written as a fraction of the theoretical maximum amount of product (1.0 means a 100% yield; for example, 0.34 means a 34% yield). (1) The reactants are C([N:8]1[C:12]([CH3:14])([CH3:13])[CH2:11][CH:10]([CH2:15][N:16]2[C:24]3[C:19](=[CH:20][C:21]([C:25]4[CH:26]=[N:27][N:28]([CH:30]5[CH2:35][CH2:34][CH2:33][CH2:32][O:31]5)[CH:29]=4)=[CH:22][CH:23]=3)[CH:18]=[N:17]2)[CH2:9]1)C1C=CC=CC=1.C([O-])=O.[NH4+]. The catalyst is CO.ClCCl.[OH-].[OH-].[Pd+2]. The product is [CH3:13][C:12]1([CH3:14])[NH:8][CH2:9][CH:10]([CH2:15][N:16]2[C:24]3[C:19](=[CH:20][C:21]([C:25]4[CH:26]=[N:27][N:28]([CH:30]5[CH2:35][CH2:34][CH2:33][CH2:32][O:31]5)[CH:29]=4)=[CH:22][CH:23]=3)[CH:18]=[N:17]2)[CH2:11]1. The yield is 0.710. (2) The reactants are C1([NH:7][C:8]([C:10]2[C:11](=[O:29])[N:12]([CH2:22][C:23]3[CH:28]=[CH:27][CH:26]=[CH:25][CH:24]=3)[C:13]3[C:18]([C:19]=2O)=[CH:17][C:16]([F:21])=[CH:15][CH:14]=3)=O)CCCCC1.P(Cl)(Cl)([Cl:32])=O. No catalyst specified. The product is [CH2:22]([N:12]1[C:13]2[C:18](=[CH:17][C:16]([F:21])=[CH:15][CH:14]=2)[C:19]([Cl:32])=[C:10]([C:8]#[N:7])[C:11]1=[O:29])[C:23]1[CH:28]=[CH:27][CH:26]=[CH:25][CH:24]=1. The yield is 0.470.